This data is from Human liver microsome stability data. The task is: Regression/Classification. Given a drug SMILES string, predict its absorption, distribution, metabolism, or excretion properties. Task type varies by dataset: regression for continuous measurements (e.g., permeability, clearance, half-life) or binary classification for categorical outcomes (e.g., BBB penetration, CYP inhibition). Dataset: hlm. (1) The compound is Oc1nc(C2CCc3ccccc3O2)nc2ccc(-c3cn[nH]c3)cc12. The result is 0 (unstable in human liver microsomes). (2) The molecule is COc1cc2ccc3cc2cc1CCCCCCOC(=O)N[C@@H](C(C)(C)C)C(=O)N1C[C@@]3(OC)C[C@H]1C(=O)N[C@]1(C(=O)NS(=O)(=O)C2CC2)C[C@H]1C1CC1. The result is 0 (unstable in human liver microsomes). (3) The compound is O=C(/C=C/c1ccc2c(c1)CN(Cc1ccccc1)C2)NO. The result is 0 (unstable in human liver microsomes).